Predict the product of the given reaction. From a dataset of Forward reaction prediction with 1.9M reactions from USPTO patents (1976-2016). (1) Given the reactants Cl[C:2]1[C:7]2[N:8]=[C:9]([CH3:11])[S:10][C:6]=2[C:5](I)=[CH:4][N:3]=1.[CH3:13][C:14]1[C:18](B(O)O)=[C:17]([CH3:22])[O:16][N:15]=1.[NH2:23][C:24]1[N:25]=[C:26]([CH3:29])[S:27][CH:28]=1, predict the reaction product. The product is: [CH3:13][C:14]1[C:18]([C:5]2[C:6]3[S:10][C:9]([CH3:11])=[N:8][C:7]=3[C:2]([NH:23][C:24]3[N:25]=[C:26]([CH3:29])[S:27][CH:28]=3)=[N:3][CH:4]=2)=[C:17]([CH3:22])[O:16][N:15]=1. (2) Given the reactants [Cl:1][C:2]1[C:7]([CH2:8][CH3:9])=[CH:6][CH:5]=[C:4]([Cl:10])[C:3]=1[CH2:11]O.P(Br)(Br)[Br:14].O.C([O-])(O)=O.[Na+], predict the reaction product. The product is: [Br:14][CH2:11][C:3]1[C:2]([Cl:1])=[C:7]([CH2:8][CH3:9])[CH:6]=[CH:5][C:4]=1[Cl:10]. (3) The product is: [NH2:8][C@@H:7]1[C@H:2]([F:1])[C@H:3]([OH:14])[C@@H:4]([CH2:12][OH:13])[CH2:5][C@@H:6]1[OH:10]. Given the reactants [F:1][C@H:2]1[C@H:7]2[NH:8]C(=O)[O:10][C@H:6]2[CH2:5][C@H:4]([CH2:12][OH:13])[C@H:3]1[OH:14].[Li+].[OH-], predict the reaction product. (4) Given the reactants [C:1]1([CH:7]([C:15]2[CH:20]=[CH:19][CH:18]=[CH:17][CH:16]=2)[C:8]2[CH:9]=[CH:10][C:11](=[O:14])[NH:12][CH:13]=2)[CH:6]=[CH:5][CH:4]=[CH:3][CH:2]=1.[Cl:21]N1C(=O)CCC1=O.C([O-])(O)=O.[Na+], predict the reaction product. The product is: [Cl:21][C:10]1[C:11](=[O:14])[NH:12][CH:13]=[C:8]([CH:7]([C:15]2[CH:20]=[CH:19][CH:18]=[CH:17][CH:16]=2)[C:1]2[CH:2]=[CH:3][CH:4]=[CH:5][CH:6]=2)[CH:9]=1. (5) Given the reactants [F:1][C:2]([F:8])([F:7])[CH2:3][C:4](O)=[O:5].CN(C(ON1N=NC2C=CC=NC1=2)=[N+](C)C)C.F[P-](F)(F)(F)(F)F.C(N(C(C)C)CC)(C)C.[C:42]1([C:48]2[O:49][C:50]3[CH:56]=[CH:55][C:54]([NH2:57])=[CH:53][C:51]=3[CH:52]=2)[CH:47]=[CH:46][CH:45]=[CH:44][CH:43]=1, predict the reaction product. The product is: [C:42]1([C:48]2[O:49][C:50]3[CH:56]=[CH:55][C:54]([NH:57][C:4](=[O:5])[CH2:3][C:2]([F:8])([F:7])[F:1])=[CH:53][C:51]=3[CH:52]=2)[CH:43]=[CH:44][CH:45]=[CH:46][CH:47]=1. (6) Given the reactants [Br:1][C:2]1[CH:3]=[C:4]2[C:9](=[CH:10][CH:11]=1)[O:8][CH:7]([CH:12]1[CH2:17][CH2:16][CH2:15][O:14][CH2:13]1)[CH2:6][C:5]2=O.[CH3:19][C:20]([S:23]([NH2:25])=[O:24])([CH3:22])[CH3:21], predict the reaction product. The product is: [Br:1][C:2]1[CH:3]=[C:4]2[C:9](=[CH:10][CH:11]=1)[O:8][CH:7]([CH:12]1[CH2:17][CH2:16][CH2:15][O:14][CH2:13]1)[CH2:6][C:5]2=[N:25][S:23]([C:20]([CH3:22])([CH3:21])[CH3:19])=[O:24]. (7) Given the reactants [O-]P([O-])([O-])=O.[K+].[K+].[K+].[CH3:9][O:10][C:11]1[CH:12]=[C:13]([N:17]2[CH2:21][CH2:20][NH:19][C:18]2=[O:22])[CH:14]=[CH:15][CH:16]=1.[CH3:23][C:24]1[CH:25]=[C:26](I)[CH:27]=[C:28]([CH3:30])[CH:29]=1.CNCCNC, predict the reaction product. The product is: [CH3:9][O:10][C:11]1[CH:12]=[C:13]([N:17]2[CH2:21][CH2:20][N:19]([C:26]3[CH:27]=[C:28]([CH3:30])[CH:29]=[C:24]([CH3:23])[CH:25]=3)[C:18]2=[O:22])[CH:14]=[CH:15][CH:16]=1. (8) Given the reactants [CH3:1][CH:2]([CH3:31])[CH2:3][CH:4]([C:15]1[S:16][C:17]([C:21]2[CH:26]=[CH:25][C:24]([C:27]([F:30])([F:29])[F:28])=[CH:23][CH:22]=2)=[CH:18][C:19]=1[CH3:20])OC1C=CC(C(O)=O)=CC=1.CNC[CH2:35][C:36]([O:38]CC)=[O:37].Cl.C(N=C=N[CH2:47][CH2:48][CH2:49][N:50]([CH3:52])[CH3:51])C.[OH2:53].OC1[C:63]2N=N[NH:60][C:59]=2[CH:58]=[CH:57]C=1, predict the reaction product. The product is: [CH3:52][N:50]([C:49]([C:48]1[CH:47]=[CH:63][C:59]([NH:60][CH:4]([C:15]2[S:16][C:17]([C:21]3[CH:26]=[CH:25][C:24]([C:27]([F:28])([F:30])[F:29])=[CH:23][CH:22]=3)=[CH:18][C:19]=2[CH3:20])[CH2:3][CH:2]([CH3:1])[CH3:31])=[CH:58][CH:57]=1)=[O:53])[CH2:51][CH2:35][C:36]([OH:38])=[O:37]. (9) Given the reactants [N:1]1[CH:6]=[CH:5][CH:4]=[CH:3][C:2]=1[C:7]1[NH:8][CH:9]=[CH:10][N:11]=1.I[C:13]1[CH:18]=[CH:17][CH:16]=[CH:15][CH:14]=1.C([O-])([O-])=O.[Cs+].[Cs+], predict the reaction product. The product is: [C:13]1([N:11]2[CH:10]=[CH:9][N:8]=[C:7]2[C:2]2[CH:3]=[CH:4][CH:5]=[CH:6][N:1]=2)[CH:18]=[CH:17][CH:16]=[CH:15][CH:14]=1. (10) Given the reactants [OH:1][C:2]1[CH:3]=[C:4]([CH2:8][C:9]#[N:10])[CH:5]=[CH:6][CH:7]=1.N(C(OC(C)C)=O)=NC(OC(C)C)=O.[CH3:25][C:26]1[CH:33]=[CH:32][CH:31]=[C:30]([CH3:34])[C:27]=1[CH2:28]O.C1(P(C2C=CC=CC=2)C2C=CC=CC=2)C=CC=CC=1, predict the reaction product. The product is: [CH3:25][C:26]1[CH:33]=[CH:32][CH:31]=[C:30]([CH3:34])[C:27]=1[CH2:28][O:1][C:2]1[CH:3]=[C:4]([CH2:8][C:9]#[N:10])[CH:5]=[CH:6][CH:7]=1.